From a dataset of hERG potassium channel inhibition data for cardiac toxicity prediction from Karim et al.. Regression/Classification. Given a drug SMILES string, predict its toxicity properties. Task type varies by dataset: regression for continuous values (e.g., LD50, hERG inhibition percentage) or binary classification for toxic/non-toxic outcomes (e.g., AMES mutagenicity, cardiotoxicity, hepatotoxicity). Dataset: herg_karim. (1) The drug is CC(C)(C)c1[nH]c2ccccc2c1C1CCCN(Cc2ccc(/C=C/C(=O)NO)cc2F)C1. The result is 0 (non-blocker). (2) The drug is CCCCc1ccc(S(=O)(=O)Nc2ccc(C34CNCC3C4)cc2)cc1. The result is 1 (blocker). (3) The compound is Cc1cccc(Nc2nc(NC3CNC3)ncc2C(N)=O)c1. The result is 1 (blocker). (4) The molecule is CC(C(=O)N[C@]1(c2ccccc2)CC[C@@H](N2CCC(=O)CC2)CC1)c1cc(C(F)(F)F)cc(C(F)(F)F)c1. The result is 1 (blocker).